Dataset: Catalyst prediction with 721,799 reactions and 888 catalyst types from USPTO. Task: Predict which catalyst facilitates the given reaction. (1) Reactant: [Cl:1][C:2]1[N:10]=[C:9]2[C:5]([NH:6][CH:7]=[N:8]2)=[C:4]([Cl:11])[N:3]=1.C(=O)([O-])[O-].[K+].[K+].[F:18][C:19]1[CH:26]=[CH:25][CH:24]=[C:23]([F:27])[C:20]=1[CH2:21]Br. Product: [Cl:1][C:2]1[N:10]=[C:9]2[C:5]([N:6]=[CH:7][N:8]2[CH2:21][C:20]2[C:19]([F:18])=[CH:26][CH:25]=[CH:24][C:23]=2[F:27])=[C:4]([Cl:11])[N:3]=1. The catalyst class is: 16. (2) Reactant: [Cr](O[Cr]([O-])(=O)=O)([O-])(=O)=O.[NH+]1C=CC=CC=1.[NH+]1C=CC=CC=1.[CH3:22][CH:23]1[CH2:27][C:26]([CH3:29])([CH3:28])[CH2:25][C:24]1=[CH:30][CH2:31][CH2:32][CH2:33][CH2:34][OH:35]. Product: [CH3:22][CH:23]1[CH2:27][C:26]([CH3:28])([CH3:29])[CH2:25][C:24]1=[CH:30][CH2:31][CH2:32][CH2:33][CH:34]=[O:35]. The catalyst class is: 4. (3) Reactant: C([O:3][C:4](=[O:34])[CH:5]=[C:6]([C:8]1[S:12][C:11]2[CH:13]=[CH:14][CH:15]=[C:16]([C:17]3[CH:22]=[C:21]([CH3:23])[CH:20]=[C:19]([C:24]([CH3:27])([CH3:26])[CH3:25])[C:18]=3[O:28][CH2:29][C:30]([F:33])([F:32])[F:31])[C:10]=2[CH:9]=1)[CH3:7])C.C1COCC1.[Li+].[OH-]. Product: [F:33][C:30]([F:31])([F:32])[CH2:29][O:28][C:18]1[C:19]([C:24]([CH3:26])([CH3:25])[CH3:27])=[CH:20][C:21]([CH3:23])=[CH:22][C:17]=1[C:16]1[C:10]2[CH:9]=[C:8]([C:6]([CH3:7])=[CH:5][C:4]([OH:34])=[O:3])[S:12][C:11]=2[CH:13]=[CH:14][CH:15]=1. The catalyst class is: 5. (4) Reactant: [Cl:1][C:2]1[CH:7]=[CH:6][C:5]([S:8][CH2:9][C:10](=O)[CH3:11])=[CH:4][CH:3]=1. Product: [Cl:1][C:2]1[CH:7]=[CH:6][C:5]2[S:8][CH:9]=[C:10]([CH3:11])[C:4]=2[CH:3]=1. The catalyst class is: 6. (5) Reactant: Cl[C:2]1[C:11]2[C:6](=[CH:7][C:8]([O:14][CH2:15][CH2:16][CH2:17][N:18]3[CH2:23][CH2:22][O:21][CH2:20][CH2:19]3)=[C:9]([O:12][CH3:13])[CH:10]=2)[N:5]=[CH:4][N:3]=1.[F:24][C:25]1[CH:33]=[C:32]([C:34]#[C:35][CH2:36][CH2:37][O:38][CH3:39])[C:28]2[O:29][CH2:30][O:31][C:27]=2[C:26]=1[NH2:40].C[Si]([N-][Si](C)(C)C)(C)C.[Na+]. Product: [F:24][C:25]1[CH:33]=[C:32]([C:34]#[C:35][CH2:36][CH2:37][O:38][CH3:39])[C:28]2[O:29][CH2:30][O:31][C:27]=2[C:26]=1[NH:40][C:2]1[C:11]2[C:6](=[CH:7][C:8]([O:14][CH2:15][CH2:16][CH2:17][N:18]3[CH2:23][CH2:22][O:21][CH2:20][CH2:19]3)=[C:9]([O:12][CH3:13])[CH:10]=2)[N:5]=[CH:4][N:3]=1. The catalyst class is: 3. (6) Reactant: [C:1]([O:5][C:6]([N:8]([CH3:14])[CH2:9][CH2:10][C:11]([OH:13])=O)=[O:7])([CH3:4])([CH3:3])[CH3:2].F[P-](F)(F)(F)(F)F.N1(OC(N(C)C)=[N+](C)C)C2N=CC=CC=2N=N1.C(N(C(C)C)CC)(C)C.[NH2:48][C:49]1[CH:54]=[CH:53][C:52]([NH:55][C:56]2[O:60][C:59]([C:61]3[C:66]([F:67])=[CH:65][CH:64]=[CH:63][C:62]=3[F:68])=[N:58][C:57]=2[C:69]#[N:70])=[CH:51][CH:50]=1. Product: [C:69]([C:57]1[N:58]=[C:59]([C:61]2[C:62]([F:68])=[CH:63][CH:64]=[CH:65][C:66]=2[F:67])[O:60][C:56]=1[NH:55][C:52]1[CH:51]=[CH:50][C:49]([NH:48][C:11](=[O:13])[CH2:10][CH2:9][N:8]([CH3:14])[C:6](=[O:7])[O:5][C:1]([CH3:2])([CH3:3])[CH3:4])=[CH:54][CH:53]=1)#[N:70]. The catalyst class is: 3. (7) Reactant: [OH:1][C:2]1[CH:3]=[C:4]([CH:8]=[C:9]([N+:11]([O-:13])=[O:12])[CH:10]=1)[C:5]([OH:7])=[O:6].[CH3:14]O. The catalyst class is: 820. Product: [OH:1][C:2]1[CH:3]=[C:4]([CH:8]=[C:9]([N+:11]([O-:13])=[O:12])[CH:10]=1)[C:5]([O:7][CH3:14])=[O:6].